This data is from Retrosynthesis with 50K atom-mapped reactions and 10 reaction types from USPTO. The task is: Predict the reactants needed to synthesize the given product. (1) Given the product COC(=O)C(Oc1c(C)c(C)c2c(c1C)C(c1ccc(C(C)C)cc1)C(C)(C)O2)c1ccccc1, predict the reactants needed to synthesize it. The reactants are: COC(=O)C(Br)c1ccccc1.Cc1c(C)c2c(c(C)c1O)C(c1ccc(C(C)C)cc1)C(C)(C)O2. (2) Given the product OCc1cccc(OCCF)c1, predict the reactants needed to synthesize it. The reactants are: CCOC(=O)c1cccc(OCCF)c1.